Dataset: Reaction yield outcomes from USPTO patents with 853,638 reactions. Task: Predict the reaction yield, written as a fraction of the theoretical maximum amount of product (1.0 means a 100% yield; for example, 0.34 means a 34% yield). (1) The reactants are [Cl-].O[NH3+:3].[C:4](=[O:7])([O-])[OH:5].[Na+].CS(C)=O.[CH3:13][C:14]1[N:46]=[C:17]2[N:18]([CH2:41][C:42]3([CH3:45])[CH2:44][CH2:43]3)[C:19](=[O:40])[C:20]([CH2:25][C:26]3[CH:31]=[CH:30][C:29]([C:32]4[C:33]([C:38]#[N:39])=[CH:34][CH:35]=[CH:36][CH:37]=4)=[CH:28][CH:27]=3)=[C:21]([CH2:22][CH2:23][CH3:24])[N:16]2[N:15]=1. The catalyst is C(OCC)(=O)C. The product is [CH3:13][C:14]1[N:46]=[C:17]2[N:18]([CH2:41][C:42]3([CH3:45])[CH2:44][CH2:43]3)[C:19](=[O:40])[C:20]([CH2:25][C:26]3[CH:31]=[CH:30][C:29]([C:32]4[CH:37]=[CH:36][CH:35]=[CH:34][C:33]=4[C:38]4[NH:3][C:4](=[O:7])[O:5][N:39]=4)=[CH:28][CH:27]=3)=[C:21]([CH2:22][CH2:23][CH3:24])[N:16]2[N:15]=1. The yield is 0.400. (2) The reactants are C([Li])(C)(C)C.Br[C:7]1[CH:12]=[CH:11][C:10]([CH2:13][C:14]([CH3:23])([CH3:22])[C:15]([O:17][C:18]([CH3:21])([CH3:20])[CH3:19])=[O:16])=[CH:9][CH:8]=1.CN(C)[CH:26]=[O:27].O. The catalyst is CCCCC.O1CCCC1. The product is [CH:26]([C:7]1[CH:12]=[CH:11][C:10]([CH2:13][C:14]([CH3:23])([CH3:22])[C:15]([O:17][C:18]([CH3:21])([CH3:20])[CH3:19])=[O:16])=[CH:9][CH:8]=1)=[O:27]. The yield is 0.510. (3) The reactants are C(N1C=CN=C1)([N:3]1[CH:7]=[CH:6]N=C1)=O.[CH3:13][S:14]([C:17]1[CH:22]=[CH:21][C:20]([CH2:23][C:24]([OH:26])=O)=[CH:19][CH:18]=1)(=[O:16])=[O:15].[C:27]([O:31][C:32]([N:34]1[CH2:39][CH2:38][CH:37](CCN)[CH2:36][CH2:35]1)=[O:33])([CH3:30])([CH3:29])[CH3:28].[OH-].[Na+]. The catalyst is C1COCC1.C1(C)C=CC=CC=1. The product is [C:27]([O:31][C:32]([N:34]1[CH2:35][CH2:36][CH:37]([N:3]([CH2:7][CH3:6])[C:24](=[O:26])[CH2:23][C:20]2[CH:19]=[CH:18][C:17]([S:14]([CH3:13])(=[O:15])=[O:16])=[CH:22][CH:21]=2)[CH2:38][CH2:39]1)=[O:33])([CH3:28])([CH3:29])[CH3:30]. The yield is 1.00. (4) The reactants are [F:1][C:2]([F:17])([F:16])[O:3][C:4]1[CH:9]=[CH:8][CH:7]=[CH:6][C:5]=1[C:10]1[CH:15]=[CH:14][N:13]=[CH:12][CH:11]=1.[CH2:18](Br)[C:19]1[CH:24]=[CH:23][CH:22]=[CH:21][CH:20]=1.C(Cl)Cl.CO.[BH4-].[Na+]. The catalyst is C1(C)C=CC=CC=1.CO. The product is [CH2:18]([N:13]1[CH2:12][CH:11]=[C:10]([C:5]2[CH:6]=[CH:7][CH:8]=[CH:9][C:4]=2[O:3][C:2]([F:1])([F:16])[F:17])[CH2:15][CH2:14]1)[C:19]1[CH:24]=[CH:23][CH:22]=[CH:21][CH:20]=1. The yield is 0.610.